This data is from Reaction yield outcomes from USPTO patents with 853,638 reactions. The task is: Predict the reaction yield, written as a fraction of the theoretical maximum amount of product (1.0 means a 100% yield; for example, 0.34 means a 34% yield). The reactants are [F:1][C:2]1[CH:7]=[C:6]([F:8])[CH:5]=[CH:4][C:3]=1[C:9](=[O:19])[C@H:10]([O:12]C1CCCCO1)[CH3:11].C1(C)C=CC(S([O-])(=O)=O)=CC=1.[NH+]1C=CC=CC=1. The catalyst is C(O)C. The product is [F:1][C:2]1[CH:7]=[C:6]([F:8])[CH:5]=[CH:4][C:3]=1[C:9](=[O:19])[C@H:10]([OH:12])[CH3:11]. The yield is 0.910.